The task is: Predict the reactants needed to synthesize the given product.. This data is from Full USPTO retrosynthesis dataset with 1.9M reactions from patents (1976-2016). (1) Given the product [NH2:12][C:9]1[CH:10]=[CH:11][C:3]([N:2]([CH3:15])[CH3:1])=[C:4]([CH:8]=1)[C:5]([OH:7])=[O:6], predict the reactants needed to synthesize it. The reactants are: [CH3:1][N:2]([CH3:15])[C:3]1[CH:11]=[CH:10][C:9]([N+:12]([O-])=O)=[CH:8][C:4]=1[C:5]([OH:7])=[O:6]. (2) The reactants are: [O:1]1[C:5]2[CH:6]=[CH:7][C:8]([C:10]3[CH:15]=[C:14]([CH3:16])[N:13]=[C:12](OS(C(F)(F)F)(=O)=O)[CH:11]=3)=[CH:9][C:4]=2[O:3][CH2:2]1.[Br:25][C:26]1[CH:27]=[C:28](B(O)O)[CH:29]=[CH:30][CH:31]=1. Given the product [O:1]1[C:5]2[CH:6]=[CH:7][C:8]([C:10]3[CH:15]=[C:14]([CH3:16])[N:13]=[C:12]([C:30]4[CH:29]=[CH:28][CH:27]=[C:26]([Br:25])[CH:31]=4)[CH:11]=3)=[CH:9][C:4]=2[O:3][CH2:2]1, predict the reactants needed to synthesize it. (3) Given the product [CH3:1][O:2][C:3]1[CH:4]=[C:5]2[C:10](=[CH:11][C:12]=1[O:13][CH3:14])[NH:9][C:8]([CH3:15])([O:28][C:26]1[CH:5]=[CH:4][C:3]([NH2:29])=[CH:12][CH:11]=1)[N:7]=[CH:6]2, predict the reactants needed to synthesize it. The reactants are: [CH3:1][O:2][C:3]1[CH:4]=[C:5]2[C:10](=[CH:11][C:12]=1[O:13][CH3:14])[N:9]=[C:8]([CH3:15])[N:7]=[C:6]2OC1C=CC([N+]([O-])=O)=CC=1.[CH:26]([O-:28])=O.[NH4+:29]. (4) Given the product [NH2:1][C:4]1[C:9]([CH3:10])=[C:8]([O:11][CH2:12][C:13]([O:15][CH3:16])=[O:14])[N:7]=[C:6]([CH:17]2[CH2:19][CH2:18]2)[N:5]=1, predict the reactants needed to synthesize it. The reactants are: [N:1]([C:4]1[C:9]([CH3:10])=[C:8]([O:11][CH2:12][C:13]([O:15][CH3:16])=[O:14])[N:7]=[C:6]([CH:17]2[CH2:19][CH2:18]2)[N:5]=1)=[N+]=[N-].O.CCOCC. (5) The reactants are: [C:1]([CH2:3][C:4]1[CH:12]=[C:11]([O:13][CH2:14][CH2:15][O:16][CH3:17])[C:10]([O:18][CH2:19][CH2:20][O:21][CH3:22])=[CH:9][C:5]=1[C:6](O)=[O:7])#[N:2].[NH2:23][C:24]1[CH:28]=[C:27]([CH3:29])[NH:26][N:25]=1. Given the product [CH3:17][O:16][CH2:15][CH2:14][O:13][C:11]1[CH:12]=[C:4]2[C:5](=[CH:9][C:10]=1[O:18][CH2:19][CH2:20][O:21][CH3:22])[C:6]([OH:7])=[N:2][C:1]([NH:23][C:24]1[CH:28]=[C:27]([CH3:29])[NH:26][N:25]=1)=[CH:3]2, predict the reactants needed to synthesize it. (6) The reactants are: Cl[C:2]1[CH:20]=[CH:19][C:5]([CH:6](OC2CNC2)[C:7]2C=CC(Cl)=CC=2)=[CH:4][CH:3]=1.[N-]=C=O.Cl[C:25]1[CH:50]=[C:49]([Cl:51])[CH:48]=[CH:47][C:26]=1[CH:27]([O:35][CH:36]1[CH2:39][N:38]([C:40]([NH:42]C(C)(C)C)=[O:41])[CH2:37]1)[C:28]1[CH:33]=[CH:32][C:31]([Cl:34])=[CH:30][CH:29]=1. Given the product [Cl:34][C:31]1[CH:30]=[CH:29][C:28]([CH:27]([O:35][CH:36]2[CH2:39][N:38]([C:40]([NH:42][CH2:7][CH2:6][C:5]3[CH:19]=[CH:20][CH:2]=[CH:3][CH:4]=3)=[O:41])[CH2:37]2)[C:26]2[CH:25]=[CH:50][C:49]([Cl:51])=[CH:48][CH:47]=2)=[CH:33][CH:32]=1, predict the reactants needed to synthesize it. (7) The reactants are: [C:1]([C:4]1[C:5]([O:23][CH2:24][CH3:25])=[C:6]([CH:12]([NH:15][C:16](=[O:22])[O:17][C:18](C)(C)C)CO)[C:7]([F:11])=[C:8]([Cl:10])[CH:9]=1)(=[O:3])[CH3:2].C(Cl)(Cl)=O. Given the product [C:1]([C:4]1[C:5]([O:23][CH2:24][CH3:25])=[C:6]([CH:12]2[CH2:18][O:17][C:16](=[O:22])[NH:15]2)[C:7]([F:11])=[C:8]([Cl:10])[CH:9]=1)(=[O:3])[CH3:2], predict the reactants needed to synthesize it. (8) Given the product [NH2:5][C@@H:4]1[C@@H:6]([OH:7])[C@H:8]([OH:9])[C@@H:10]([CH2:12][OH:13])[O:11][C@H:3]1[O:2][CH3:14], predict the reactants needed to synthesize it. The reactants are: Cl.[OH:2][CH:3]1[O:11][C@H:10]([CH2:12][OH:13])[C@@H:8]([OH:9])[C@H:6]([OH:7])[C@H:4]1[NH2:5].[CH2:14](N)CN.